This data is from Full USPTO retrosynthesis dataset with 1.9M reactions from patents (1976-2016). The task is: Predict the reactants needed to synthesize the given product. (1) Given the product [F:17][C:18]1[CH:27]=[C:26]([I:28])[CH:25]=[CH:24][C:19]=1[NH:20][C:21]1[N:22]([CH3:23])[C:11](=[O:13])[C:10]2[S:9][CH:8]=[N:7][C:6]=2[C:5]=1[C:4]([O:3][CH2:1][CH3:2])=[O:16], predict the reactants needed to synthesize it. The reactants are: [CH2:1]([O:3][C:4](=[O:16])[CH2:5][C:6]1[N:7]=[CH:8][S:9][C:10]=1[C:11]([O:13]CC)=O)[CH3:2].[F:17][C:18]1[CH:27]=[C:26]([I:28])[CH:25]=[CH:24][C:19]=1[N:20]=[C:21]=[N:22][CH3:23]. (2) Given the product [CH2:1]([O:3][C:4](=[O:23])[CH2:5][O:6][C:7]1[CH:12]=[CH:11][C:10]([NH:13][CH3:14])=[CH:9][C:8]=1[F:22])[CH3:2], predict the reactants needed to synthesize it. The reactants are: [CH2:1]([O:3][C:4](=[O:23])[CH2:5][O:6][C:7]1[CH:12]=[CH:11][C:10]([N:13](C(OC(C)(C)C)=O)[CH3:14])=[CH:9][C:8]=1[F:22])[CH3:2].COC(=O)COC1C=CC(N(C(OC(C)(C)C)=O)C)=CC=1F.C(O)(C(F)(F)F)=O.